From a dataset of Choline transporter screen with 302,306 compounds. Binary Classification. Given a drug SMILES string, predict its activity (active/inactive) in a high-throughput screening assay against a specified biological target. (1) The molecule is Clc1cc(CSc2sc(c(N)c2C#N)C(=O)c2ccccc2)ccc1. The result is 0 (inactive). (2) The drug is Clc1c(c2noc(c2C(=O)N2CCN(CC2)c2ccccc2)C)cccc1. The result is 0 (inactive). (3) The drug is Cl\C(Cl)=C(\N1CCN(CC1)Cc1ccccc1)C(/[N+]([O-])=O)=C1\N(CCN1)Cc1ccc(Cl)nc1. The result is 1 (active). (4) The drug is s1c(cc2c1nc(nc2SCCC(O)=O)C)c1ccccc1. The result is 0 (inactive). (5) The molecule is O=C1CCCc2[nH]c(nc12)c1ccccc1. The result is 0 (inactive). (6) The result is 0 (inactive). The drug is FC(F)(F)c1cc(N2CCN(CC2)c2nn3c(nnc3C)cc2)ccc1. (7) The molecule is S(CC(=O)N(CC)CC)c1[nH]c(c2ccccc2)cc(=O)n1. The result is 0 (inactive).